From a dataset of Catalyst prediction with 721,799 reactions and 888 catalyst types from USPTO. Predict which catalyst facilitates the given reaction. (1) Reactant: [CH3:1][N:2]([CH3:19])[C:3]1[CH:8]=[CH:7][N:6]2[CH:9]=[C:10]([C:12]3[CH:17]=[CH:16][C:15]([OH:18])=[CH:14][CH:13]=3)[N:11]=[C:5]2[CH:4]=1.Br[CH2:21][CH2:22][F:23].C(=O)([O-])[O-].[Cs+].[Cs+]. Product: [F:23][CH2:22][CH2:21][O:18][C:15]1[CH:16]=[CH:17][C:12]([C:10]2[N:11]=[C:5]3[CH:4]=[C:3]([N:2]([CH3:19])[CH3:1])[CH:8]=[CH:7][N:6]3[CH:9]=2)=[CH:13][CH:14]=1. The catalyst class is: 3. (2) Reactant: C[O:2][C:3]1[CH:4]=[C:5]([C:9]2[O:10][CH:11]=[C:12]([CH3:14])[N:13]=2)[CH:6]=[CH:7][CH:8]=1.O. Product: [CH3:14][C:12]1[N:13]=[C:9]([C:5]2[CH:4]=[C:3]([OH:2])[CH:8]=[CH:7][CH:6]=2)[O:10][CH:11]=1. The catalyst class is: 201. (3) Reactant: [CH:1]1[C:6]2[CH:7]=[N:8][C:9]3[CH:15]=[CH:14][CH:13]=[CH:12][C:10]=3[S:11][C:5]=2[CH:4]=[CH:3][CH:2]=1.[CH3:16]/[C:17](/[C:20]([CH3:22])=O)=[N:18]\O. Product: [CH3:16][C:17]1[N:18]=[C:7]2[C:6]3[CH:1]=[CH:2][CH:3]=[CH:4][C:5]=3[S:11][C:10]3[CH:12]=[CH:13][CH:14]=[CH:15][C:9]=3[N:8]2[C:20]=1[CH3:22]. The catalyst class is: 183. (4) Reactant: [NH2:1][C:2]1[CH:3]=[C:4]([CH3:10])[CH:5]=[CH:6][C:7]=1[NH:8][CH3:9].C(N(CC)CC)C.[Cl:18][C:19]1[CH:27]=[CH:26][C:25]([N+:28]([O-:30])=[O:29])=[CH:24][C:20]=1[C:21](Cl)=O. Product: [Cl:18][C:19]1[CH:27]=[CH:26][C:25]([N+:28]([O-:30])=[O:29])=[CH:24][C:20]=1[C:21]1[N:8]([CH3:9])[C:7]2[CH:6]=[CH:5][C:4]([CH3:10])=[CH:3][C:2]=2[N:1]=1. The catalyst class is: 22. (5) Reactant: [Cl:1][C:2]1[C:3]([C:22]([F:25])([F:24])[F:23])=[CH:4][C:5]([O:8][CH:9]2[CH2:14][CH2:13][N:12]([C:15](OC(C)(C)C)=O)[CH2:11][CH2:10]2)=[N:6][CH:7]=1.Cl.C(=O)([O-])[O-].[K+].[K+].[CH:33]1([C:36]2[C:37](COS(C)(=O)=O)=[CH:38][C:39]([F:49])=[C:40]([CH:48]=2)[C:41]([O:43][C:44]([CH3:47])([CH3:46])[CH3:45])=[O:42])[CH2:35][CH2:34]1. Product: [Cl:1][C:2]1[C:3]([C:22]([F:23])([F:24])[F:25])=[CH:4][C:5]([O:8][CH:9]2[CH2:10][CH2:11][N:12]([CH2:15][C:37]3[C:36]([CH:33]4[CH2:35][CH2:34]4)=[CH:48][C:40]([C:41]([O:43][C:44]([CH3:47])([CH3:45])[CH3:46])=[O:42])=[C:39]([F:49])[CH:38]=3)[CH2:13][CH2:14]2)=[N:6][CH:7]=1. The catalyst class is: 155. (6) Reactant: [Cl:1][C:2]1[C:10]([CH:11]2[CH2:13][CH2:12]2)=[CH:9][C:5]([C:6]([NH2:8])=O)=[C:4]([O:14][CH2:15][CH2:16][O:17][CH:18]([CH3:20])[CH3:19])[N:3]=1.O=P(Cl)(Cl)Cl.N1C=CC=CC=1.C([O-])(O)=O.[Na+]. Product: [Cl:1][C:2]1[C:10]([CH:11]2[CH2:12][CH2:13]2)=[CH:9][C:5]([C:6]#[N:8])=[C:4]([O:14][CH2:15][CH2:16][O:17][CH:18]([CH3:20])[CH3:19])[N:3]=1. The catalyst class is: 10. (7) Reactant: [C:1]1([CH3:11])[CH:6]=CC(S(O)(=O)=O)=[CH:3][CH:2]=1.[C:12](=O)(O)[O-].[Na+].[CH3:17][C:18]([CH3:20])=[O:19]. Product: [C:2](=[C:1]1[CH2:11][CH2:20][C:18](=[O:19])[CH2:17][CH2:6]1)([CH3:12])[CH3:3]. The catalyst class is: 6. (8) Reactant: ClC1C=NC=CC=1[C:4]([NH:6][C:7]1[CH:12]=[C:11](C(F)(F)F)[C:10](Cl)=[CH:9][C:8]=1[OH:18])=O.O1CCCC1.C1(P(C2C=CC=CC=2)C2C=CC=CC=2)C=CC=CC=1.N(C(OCC)=O)=NC(OCC)=O. Product: [O:18]1[C:8]2[CH:9]=[CH:10][CH:11]=[CH:12][C:7]=2[N:6]=[CH:4]1. The catalyst class is: 11. (9) Reactant: C[O:2][C:3]1[CH:22]=[CH:21][C:6]2[CH:7]=[C:8]([C:10]3[CH:20]=[CH:19][C:13]([C:14]([O:16][CH2:17][CH3:18])=[O:15])=[CH:12][CH:11]=3)[S:9][C:5]=2[CH:4]=1.B(Br)(Br)Br. Product: [OH:2][C:3]1[CH:22]=[CH:21][C:6]2[CH:7]=[C:8]([C:10]3[CH:20]=[CH:19][C:13]([C:14]([O:16][CH2:17][CH3:18])=[O:15])=[CH:12][CH:11]=3)[S:9][C:5]=2[CH:4]=1. The catalyst class is: 4. (10) Reactant: [CH2:1]([O:3][C:4]1[CH:5]=[C:6]([CH:9]=[C:10]([N+:13]([O-:15])=[O:14])[C:11]=1[OH:12])[CH:7]=O)C.C(N[N:19](NCC)[C:20](=[O:24])[CH2:21][C:22]#[N:23])C.[C:28](O)(=O)[CH3:29].N1CCC[CH2:34][CH2:33]1. Product: [CH2:33]([N:19]([CH2:28][CH3:29])[C:20](=[O:24])[C:21]([C:22]#[N:23])=[CH:7][C:6]1[CH:9]=[C:10]([N+:13]([O-:15])=[O:14])[C:11]([OH:12])=[C:4]([O:3][CH3:1])[CH:5]=1)[CH3:34]. The catalyst class is: 11.